This data is from Full USPTO retrosynthesis dataset with 1.9M reactions from patents (1976-2016). The task is: Predict the reactants needed to synthesize the given product. The reactants are: [Cr:1].[P:2]([O:14][CH2:15][C@H:16]1[O:20][C@@H:19]([N:21]2[C:30]3[N:29]=[CH:28][N:27]=[C:25]([NH2:26])[C:24]=3[N:23]=[CH:22]2)[C@H:18]([OH:31])[C@@H:17]1[OH:32])([O:5][P:6]([O:9][P:10]([OH:13])([OH:12])=[O:11])([OH:8])=[O:7])(=[O:4])[OH:3]. Given the product [Cr:1].[P:2]([O:14][CH2:15][C@H:16]1[O:20][C@@H:19]([N:21]2[C:30]3[N:29]=[CH:28][N:27]=[C:25]([NH2:26])[C:24]=3[N:23]=[CH:22]2)[C@H:18]([OH:31])[C@@H:17]1[OH:32])([O:5][P:6]([O:9][P:10]([OH:12])([OH:13])=[O:11])([OH:8])=[O:7])(=[O:3])[OH:4], predict the reactants needed to synthesize it.